The task is: Predict the reactants needed to synthesize the given product.. This data is from Full USPTO retrosynthesis dataset with 1.9M reactions from patents (1976-2016). (1) The reactants are: [CH:1]1[C:13]2[NH:12][C:11]3[C:6](=[CH:7][CH:8]=[CH:9][CH:10]=3)[C:5]=2[CH:4]=[C:3]([C:14]([N:16]2[CH2:21][CH2:20][CH2:19][CH2:18][CH2:17]2)=[O:15])[CH:2]=1.CC(C)([O-])C.[K+].CN(C=O)C.Br.Br[CH2:35][C:36]1[CH:41]=[CH:40][CH:39]=[CH:38][N:37]=1. Given the product [N:16]1([C:14]([C:3]2[CH:2]=[CH:1][C:13]3[N:12]([CH2:35][C:36]4[CH:41]=[CH:40][CH:39]=[CH:38][N:37]=4)[C:11]4[C:6]([C:5]=3[CH:4]=2)=[CH:7][CH:8]=[CH:9][CH:10]=4)=[O:15])[CH2:17][CH2:18][CH2:19][CH2:20][CH2:21]1, predict the reactants needed to synthesize it. (2) Given the product [NH2:5][C:9]1[CH:14]=[C:13]([O:15][C:16]2[CH:21]=[CH:20][C:19]([NH:38][C:37]([NH:51][C:60](=[O:42])[CH2:61][C:62]3[CH:63]=[CH:68][C:67]([F:46])=[CH:66][CH:65]=3)=[S:36])=[C:18]([F:33])[CH:17]=2)[CH:12]=[CH:11][N:10]=1, predict the reactants needed to synthesize it. The reactants are: C[Si](C)(C)CC[N:5]([C:9]1[CH:14]=[C:13]([O:15][C:16]2[CH:21]=[CH:20][C:19](NC(OCC3C=CC=CC=3)=O)=[C:18]([F:33])[CH:17]=2)[CH:12]=[CH:11][N:10]=1)C(=O)[O-].[S-:36][C:37]#[N:38].[K+].C(OCC)(=[O:42])C.[F-:46].C([N+:51]([CH2:60][CH2:61][CH2:62][CH3:63])(CCCC)CCCC)CCC.O1[CH2:68][CH2:67][CH2:66][CH2:65]1. (3) Given the product [CH3:13][O:12][C:10](=[O:11])[CH2:9][C:4]1[CH:5]=[CH:6][CH:7]=[CH:8][C:3]=1[C:1]#[C:2][C:26]1[C:27]([C:28]([F:30])([F:29])[F:31])=[CH:22][N:23]=[C:24]([NH:32][C:33]2[CH:34]=[CH:35][C:36]([N:39]3[CH2:40][CH2:41][N:42]([C:45]([O:47][C:48]([CH3:51])([CH3:50])[CH3:49])=[O:46])[CH2:43][CH2:44]3)=[CH:37][CH:38]=2)[N:25]=1, predict the reactants needed to synthesize it. The reactants are: [C:1]([C:3]1[CH:8]=[CH:7][CH:6]=[CH:5][C:4]=1[CH2:9][C:10]([O:12][CH3:13])=[O:11])#[CH:2].C(N(CC)CC)C.Cl[C:22]1[C:27]([C:28]([F:31])([F:30])[F:29])=[CH:26][N:25]=[C:24]([NH:32][C:33]2[CH:38]=[CH:37][C:36]([N:39]3[CH2:44][CH2:43][N:42]([C:45]([O:47][C:48]([CH3:51])([CH3:50])[CH3:49])=[O:46])[CH2:41][CH2:40]3)=[CH:35][CH:34]=2)[N:23]=1.C1(P(C2C=CC=CC=2)C2C=CC=CC=2)C=CC=CC=1. (4) Given the product [Br:18][C:13]1[C:12]([CH3:19])=[C:11]([NH:10][C:32](=[O:33])[C:31]2[CH:35]=[CH:36][C:28]([C:24]([CH3:27])([CH3:26])[CH3:25])=[CH:29][CH:30]=2)[CH:16]=[C:15]([F:17])[CH:14]=1, predict the reactants needed to synthesize it. The reactants are: COC(=O)C1C=CC(C([NH:10][C:11]2[CH:16]=[C:15]([F:17])[CH:14]=[C:13]([Br:18])[C:12]=2[CH3:19])=O)=C(F)C=1.[C:24]([C:28]1[CH:36]=[CH:35][C:31]([C:32](Cl)=[O:33])=[CH:30][CH:29]=1)([CH3:27])([CH3:26])[CH3:25]. (5) Given the product [CH3:41][N:39]([CH3:40])[CH2:38][CH2:37][N:34]1[CH2:33][CH2:32][N:31]([CH2:30][C:29]([NH:28][CH:14]2[CH2:13][C:9]3[CH:10]=[CH:11][CH:12]=[C:7]([C:6]([OH:5])=[O:45])[C:8]=3[O:16][B:15]2[OH:23])=[O:42])[CH2:36][CH2:35]1, predict the reactants needed to synthesize it. The reactants are: C([O:5][C:6](=[O:45])[C:7]1[CH:12]=[CH:11][CH:10]=[C:9]([CH2:13][CH:14]([NH:28][C:29](=[O:42])[CH2:30][N:31]2[CH2:36][CH2:35][N:34]([CH2:37][CH2:38][N:39]([CH3:41])[CH3:40])[CH2:33][CH2:32]2)[B:15]2[O:23]C3C(C)(C4CC(C3)C4(C)C)[O:16]2)[C:8]=1OC)(C)(C)C.B(Cl)(Cl)Cl. (6) Given the product [CH3:13][C:14]1[CH:20]=[CH:19][CH:18]=[C:17]([CH:21]([CH3:23])[CH3:22])[C:15]=1[N:16]=[C:1]([C:4]1[CH:9]=[CH:8][CH:7]=[C:6]([C:10](=[N:16][C:15]2[C:17]([CH:21]([CH3:22])[CH3:23])=[CH:18][CH:19]=[CH:20][C:14]=2[CH3:13])[CH3:11])[N:5]=1)[CH3:2], predict the reactants needed to synthesize it. The reactants are: [C:1]([C:4]1[CH:9]=[CH:8][CH:7]=[C:6]([C:10](=O)[CH3:11])[N:5]=1)(=O)[CH3:2].[CH3:13][C:14]1[CH:20]=[CH:19][CH:18]=[C:17]([CH:21]([CH3:23])[CH3:22])[C:15]=1[NH2:16].